Task: Predict the product of the given reaction.. Dataset: Forward reaction prediction with 1.9M reactions from USPTO patents (1976-2016) (1) Given the reactants [C:1]12([CH2:11][S:12]([OH:15])(=[O:14])=O)C(C)(C)C(CC1)CC2=O.[Br:16][C:17]1[CH:18]=[C:19]2[C:23](=[CH:24][CH:25]=1)[CH2:22][C@H:21]([NH2:26])[CH2:20]2.[CH2:27](Cl)Cl, predict the reaction product. The product is: [Br:16][C:17]1[CH:18]=[C:19]2[C:23](=[CH:24][CH:25]=1)[CH2:22][C@H:21]([NH:26][S:12]([CH:11]([CH3:1])[CH3:27])(=[O:14])=[O:15])[CH2:20]2. (2) The product is: [C:1]([O:5][C:6]([N:8]1[CH2:12][CH:11]([OH:13])[CH2:10][CH:9]1[C:21]([CH3:29])([CH3:28])[O:22][SiH2:23][C:24]([CH3:27])([CH3:26])[CH3:25])=[O:7])([CH3:4])([CH3:3])[CH3:2]. Given the reactants [C:1]([O:5][C:6]([N:8]1[CH2:12][CH:11]([O:13]CC2C=CC=CC=2)[CH2:10][CH:9]1[C:21]([CH3:29])([CH3:28])[O:22][SiH2:23][C:24]([CH3:27])([CH3:26])[CH3:25])=[O:7])([CH3:4])([CH3:3])[CH3:2], predict the reaction product. (3) Given the reactants [CH3:1][O:2][C@@H:3]1[C@H:9]([NH:10][C:11](=[O:17])[O:12][C:13]([CH3:16])([CH3:15])[CH3:14])[CH2:8][CH2:7][C@@H:6]([C:18]2[N:19]([CH3:26])[N:20]=[CH:21][C:22]=2[N+:23]([O-])=O)[O:5][CH2:4]1.[Br:27][C:28]1[N:33]=[C:32]([C:34](O)=[O:35])[CH:31]=[CH:30][C:29]=1[F:37], predict the reaction product. The product is: [Br:27][C:28]1[N:33]=[C:32]([C:34]([NH:23][C:22]2[CH:21]=[N:20][N:19]([CH3:26])[C:18]=2[C@H:6]2[O:5][CH2:4][C@H:3]([O:2][CH3:1])[C@H:9]([NH:10][C:11](=[O:17])[O:12][C:13]([CH3:16])([CH3:15])[CH3:14])[CH2:8][CH2:7]2)=[O:35])[CH:31]=[CH:30][C:29]=1[F:37]. (4) Given the reactants [C:1]([O:4][C@@H:5]1[CH2:9][C@H:8]([C:10]2[N:14]3[C:15]4[CH:21]=[CH:20][N:19]([S:22]([C:25]5[CH:31]=[CH:30][C:28]([CH3:29])=[CH:27][CH:26]=5)(=[O:24])=[O:23])[C:16]=4[N:17]=[CH:18][C:13]3=[C:12](Br)[N:11]=2)[N:7]([C:33](=[O:35])[CH3:34])[CH2:6]1)(=[O:3])[CH3:2].CC1(C)C(C)(C)OB([C:44]2[CH:49]=[CH:48][C:47]([OH:50])=[CH:46][CH:45]=2)O1.C([O-])([O-])=O.[Na+].[Na+], predict the reaction product. The product is: [C:1]([O:4][C@@H:5]1[CH2:9][C@H:8]([C:10]2[N:14]3[C:15]4[CH:21]=[CH:20][N:19]([S:22]([C:25]5[CH:31]=[CH:30][C:28]([CH3:29])=[CH:27][CH:26]=5)(=[O:24])=[O:23])[C:16]=4[N:17]=[CH:18][C:13]3=[C:12]([C:44]3[CH:49]=[CH:48][C:47]([OH:50])=[CH:46][CH:45]=3)[N:11]=2)[N:7]([C:33](=[O:35])[CH3:34])[CH2:6]1)(=[O:3])[CH3:2]. (5) Given the reactants Br[CH2:2][C:3]([NH2:5])=[O:4].[SH:6][C:7]1[N:14]=[C:13]([CH3:15])[CH:12]=[C:11]([CH3:16])[C:8]=1[C:9]#[N:10].C[O-].[Na+], predict the reaction product. The product is: [NH2:10][C:9]1[C:8]2[C:7](=[N:14][C:13]([CH3:15])=[CH:12][C:11]=2[CH3:16])[S:6][C:2]=1[C:3]([NH2:5])=[O:4]. (6) Given the reactants [N+:1]([C:4]1[CH:5]=[N:6][CH:7]=[CH:8][C:9]=1[N:10]1[CH2:15][CH2:14][CH:13]([NH:16][C:17](=[O:23])[O:18][C:19]([CH3:22])([CH3:21])[CH3:20])[CH2:12][CH2:11]1)([O-])=O.I[CH3:25].[H-].[Na+], predict the reaction product. The product is: [NH2:1][C:4]1[CH:5]=[N:6][CH:7]=[CH:8][C:9]=1[N:10]1[CH2:15][CH2:14][CH:13]([N:16]([CH3:25])[C:17](=[O:23])[O:18][C:19]([CH3:22])([CH3:21])[CH3:20])[CH2:12][CH2:11]1. (7) Given the reactants C(O[C:6](=O)[N:7]([CH:9]1[CH2:13][CH2:12][N:11]([CH2:14][CH2:15][C:16]2[N:17]=[C:18]([C:22]3[CH:27]=[CH:26][C:25]([Br:28])=[CH:24][CH:23]=3)[O:19][C:20]=2[CH3:21])[CH2:10]1)C)(C)(C)C.FC(F)(F)C(O)=O, predict the reaction product. The product is: [Br:28][C:25]1[CH:26]=[CH:27][C:22]([C:18]2[O:19][C:20]([CH3:21])=[C:16]([CH2:15][CH2:14][N:11]3[CH2:12][CH2:13][CH:9]([NH:7][CH3:6])[CH2:10]3)[N:17]=2)=[CH:23][CH:24]=1. (8) Given the reactants BrC1C=CC2SC(CCCO)=C(C)C=2C=1.[F:16][C:17]([F:35])([F:34])[C:18]1[CH:33]=[CH:32][C:21]2[CH:22]=[C:23]([CH2:25][CH2:26][C:27](OCC)=[O:28])[S:24][C:20]=2[CH:19]=1, predict the reaction product. The product is: [F:34][C:17]([F:16])([F:35])[C:18]1[CH:33]=[CH:32][C:21]2[CH:22]=[C:23]([CH2:25][CH2:26][CH2:27][OH:28])[S:24][C:20]=2[CH:19]=1. (9) The product is: [Cl:1][C:2]1[N:3]=[C:4]([C:9]([NH:11][C@H:12]2[CH2:17][CH2:16][N:15]([C:18]3[S:19][C:20]([C:24]([OH:26])=[O:25])=[C:21]([CH3:23])[N:22]=3)[CH2:14][C@H:13]2[O:29][CH2:30][C:31]([F:34])([F:33])[CH3:32])=[O:10])[NH:5][C:6]=1[CH2:7][CH3:8]. Given the reactants [Cl:1][C:2]1[N:3]=[C:4]([C:9]([NH:11][C@H:12]2[CH2:17][CH2:16][N:15]([C:18]3[S:19][C:20]([C:24]([O:26]CC)=[O:25])=[C:21]([CH3:23])[N:22]=3)[CH2:14][C@H:13]2[O:29][CH2:30][C:31]([F:34])([F:33])[CH3:32])=[O:10])[NH:5][C:6]=1[CH2:7][CH3:8].[OH-].[Li+], predict the reaction product. (10) Given the reactants [CH3:1][C:2]1[C:6]([CH:7]=O)=[CH:5][N:4]([C:9]2[CH:14]=[CH:13][N:12]=[C:11]3[N:15]([CH2:18][O:19][CH2:20][CH2:21][Si:22]([CH3:25])([CH3:24])[CH3:23])[CH:16]=[CH:17][C:10]=23)[N:3]=1.C(Cl)Cl.C(O)(=O)C.C(O[BH-](OC(=O)C)OC(=O)C)(=O)C.[Na+].[NH2:47][C:48]1[CH:53]=[CH:52][CH:51]=[CH:50][CH:49]=1, predict the reaction product. The product is: [CH3:1][C:2]1[C:6]([CH2:7][NH:47][C:48]2[CH:53]=[CH:52][CH:51]=[CH:50][CH:49]=2)=[CH:5][N:4]([C:9]2[CH:14]=[CH:13][N:12]=[C:11]3[N:15]([CH2:18][O:19][CH2:20][CH2:21][Si:22]([CH3:25])([CH3:24])[CH3:23])[CH:16]=[CH:17][C:10]=23)[N:3]=1.